Predict the reactants needed to synthesize the given product. From a dataset of Full USPTO retrosynthesis dataset with 1.9M reactions from patents (1976-2016). Given the product [Br:22][C:8]1[O:9][C:10]2[N:11]=[CH:12][N:13]([CH2:17][C:18]([F:19])([F:20])[F:21])[C:14](=[O:16])[C:15]=2[C:7]=1[C:1]1[CH:2]=[CH:3][CH:4]=[CH:5][CH:6]=1, predict the reactants needed to synthesize it. The reactants are: [C:1]1([C:7]2[C:15]3[C:14](=[O:16])[N:13]([CH2:17][C:18]([F:21])([F:20])[F:19])[CH:12]=[N:11][C:10]=3[O:9][CH:8]=2)[CH:6]=[CH:5][CH:4]=[CH:3][CH:2]=1.[Br:22]Br.